This data is from Drug-target binding data from BindingDB using Ki measurements. The task is: Regression. Given a target protein amino acid sequence and a drug SMILES string, predict the binding affinity score between them. We predict pKi (pKi = -log10(Ki in M); higher means stronger inhibition). Dataset: bindingdb_ki. (1) The small molecule is CN1C(c2csc(-c3ccc(N)cc3O)n2)SC[C@H]1C(=O)O. The target protein (P42512) has sequence MKTETKVIKGRQGIARNRHTPLCLGLLLALSPLAAAVADARKDGETELPDMVISGESTSATQPPGVTTLGKVPLKPRELPQSASVIDHERLEQQNLFSLDEAMQQATGVTVQPFQLLTTAYYVRGFKVDSFELDGVPALLGNTASSPQDMAIYERVEILRGSNGLLHGTGNPAATVNLVRKRPQREFAASTTLSAGRWDRYRAEVDVGGPLSASGNVRGRAVAAYEDRDYFYDVADQGTRLLYGVTEFDLSPDTLLTVGAQYQHIDSITNMAGVPMAKDGSNLGLSRDTYLDVDWDRFKWDTYRAFGSLEQQLGGGWKGKVSAEYQEADSRLRYAGSFGAIDPQTGDGGQLMGAAYKFKSIQRSLDANLNGPVRLFGLTHELLGGVTYAQGETRQDTARFLNLPNTPVNVYRWDPHGVPRPQIGQYTSPGTTTTTQKGLYALGRIKLAEPLTLVVGGRESWWDQDTPATRFKPGRQFTPYGGLIWDFARDWSWYVSYAEV.... The pKi is 8.0. (2) The small molecule is CC(C)c1ccc(Nc2cc(=O)[nH]c(=O)[nH]2)cc1. The target protein (P96583) has sequence MSKTVVLAEKPSVGRDLARVLKCHKKGNGYLEGDQYIVTWALGHLVTLADPEGYGKEFQSWRLEDLPIIPEPLKLVVIKKTGKQFNAVKSQLTRKDVNQIVIATDAGREGELVARWIIEKANVRKPIKRLWISSVTDKAIKEGFQKLRSGKEYENLYHSAVARAEADWIVGINATRALTTKFNAQLSCGRVQTPTLAMIAKREADIQAFTPVPYYGIRAAVDGMTLTWQDKKSKQTRTFNQDVTSRLLKNLQGKQAVVAELKKTAKKSFAPALYDLTELQRDAHKRFGFSAKETLSVLQKLYEQHKLVTYPRTDSRFLSSDIVPTLKDRLEGMEVKPYAQYVSQIKKRGIKSHKGYVNDAKVSDHHAIIPTEEPLVLSSLSDKERKLYDLIAKRFLAVLMPAFEYEETKVIAEIGGETFTAKGKTVQSQGWKAVYDMAEEDDEQEDDRDQTLPALQKGDTLAVRTLTETSGQTKPPARFNEGTLLSAMENPSAFMQGEEK.... The pKi is 4.7. (3) The drug is CCc1nnn(CC[C@@H]2O[C@H](CO)[C@@H](O)[C@H]2O)c1CC. The target protein sequence is MAKNVVLDHDGNLDDFVAMVLLASNTEKVRLIGALCTDADCFVENGFNVTGKIMCLMHNNMNLPLFPIGKSAATAVNPFPKEWRCLAKNMDDMPILNIPENVELWDKIKAENEKYEGQQLLADLVMNSEEKVTICVTGPLSNVAWCIDKYGEKFTSKVEECVIMGGAVDVRGNVFLPSTDGTAEWNIYWDPASAKTVFGCPGLRRIMFSLDSTNTVPVRSPYVQRFGEQTNFLLSILVGTMWAMCTHCELLRDGDGYYAWDALTAAYVVDQKVANVDPVPIDVVVDKQPNEGATVRTDAEKYPLTFVARNPEAEFFLDMLLRSARAC. The pKi is 4.2. (4) The drug is COc1cc2c3cc1Oc1cc(ccc1O)CC1c4c(cc(OC)c(O)c4Oc4ccc(cc4)CC3[NH+](C)CC2)CC[N+]1(C)C. The target protein sequence is MLTDKCLGLFHSRLYLWAFILTLFFKAKTGCAVCEPEERLFQKLFSHYNQFIRPVENVSDPVTVHFEVAISQLANVDEVNQIMETNLWLRHIWNDYKLRWNPGEYDGIEFVRVPADKIWKPDIVLYNNAVGDFQVEGKTKALLKYDGMINWTPPAIFKSSCPMDITFFPFDHQNCSLKFGSWTYDKAEIDLLIIGSKVDMNDFWENSEWEIVDASGYKHDIKYNCCEEIYTDITYSFYLRRLPMFYTINLIIPCLFISFLTVLVFYLPSDCGEKVTLCISVLLSLTVFLLVITETIPSTSLVIPLVGEYLLFTMIFVTLSIVVTVFVLNIHYRTPTTHTMPRWVKTVFLKLLPRVLMMKRPLEKKVEKFSDKDSKGFARKLAKMNYGEDAKSIKERGCCQCNPSNELSSNKRRLSYHSLKWMTELLQYSSEVTDVIDSVQFIAENMRNQNETKEVEDDWKYVAMVVDRVFLWVFIIVCVFGTAGLFLQPLIGNTTSSNS. The pKi is 5.5.